From a dataset of Full USPTO retrosynthesis dataset with 1.9M reactions from patents (1976-2016). Predict the reactants needed to synthesize the given product. (1) Given the product [NH2:1][C:2]1[N:3]=[CH:4][C:5]2[S:10][C:9](=[O:11])[N:8]([C@@H:12]3[O:24][C@H:23]([CH2:25][OH:26])[C@@H:18]([O:19][C:20](=[O:22])[CH3:21])[C@H:13]3[O:14][C:15](=[O:17])[CH3:16])[C:6]=2[N:7]=1, predict the reactants needed to synthesize it. The reactants are: [NH2:1][C:2]1[N:3]=[CH:4][C:5]2[S:10][C:9](=[O:11])[N:8]([C@@H:12]3[O:24][C@H:23]([CH2:25][O:26][Si](C(C)(C)C)(C)C)[C@@H:18]([O:19][C:20](=[O:22])[CH3:21])[C@H:13]3[O:14][C:15](=[O:17])[CH3:16])[C:6]=2[N:7]=1.N1C=CC=CC=1. (2) Given the product [F:13][C:14]([F:26])([O:18][C:19]1[CH:24]=[CH:23][CH:22]=[CH:21][C:20]=1[NH:25][C:8]([C:7]1[C:3]([CH:2]([F:12])[F:1])=[N:4][N:5]([CH3:11])[CH:6]=1)=[O:9])[CH:15]([F:16])[F:17], predict the reactants needed to synthesize it. The reactants are: [F:1][CH:2]([F:12])[C:3]1[C:7]([C:8](Cl)=[O:9])=[CH:6][N:5]([CH3:11])[N:4]=1.[F:13][C:14]([F:26])([O:18][C:19]1[CH:24]=[CH:23][CH:22]=[CH:21][C:20]=1[NH2:25])[CH:15]([F:17])[F:16].N1C=CC=CC=1.C(OC)(C)(C)C. (3) Given the product [OH:1][CH:2]1[CH:7]([C:8]2[CH:9]=[CH:10][C:11]([O:14][CH2:24][C:23]#[CH:22])=[CH:12][CH:13]=2)[CH2:6][CH2:5][N:4]([C:15]([O:17][C:18]([CH3:21])([CH3:20])[CH3:19])=[O:16])[CH2:3]1.[Br:25][CH2:22][C:23]1[CH:6]=[CH:7][C:8]2[C:9](=[CH:10][CH:11]=[CH:12][CH:13]=2)[CH:24]=1, predict the reactants needed to synthesize it. The reactants are: [OH:1][CH:2]1[CH:7]([C:8]2[CH:13]=[CH:12][C:11]([OH:14])=[CH:10][CH:9]=2)[CH2:6][CH2:5][N:4]([C:15]([O:17][C:18]([CH3:21])([CH3:20])[CH3:19])=[O:16])[CH2:3]1.[CH2:22]([Br:25])[C:23]#[CH:24].C(=O)([O-])[O-].[K+].[K+]. (4) Given the product [CH2:20]([C:17]1[CH:18]=[CH:19][C:14]([CH2:13][C:12](=[O:22])[CH:4]=[C:1]([OH:3])[CH3:2])=[CH:15][CH:16]=1)[CH3:21], predict the reactants needed to synthesize it. The reactants are: [C:1]([CH:4]([C:12](=[O:22])[CH2:13][C:14]1[CH:19]=[CH:18][C:17]([CH2:20][CH3:21])=[CH:16][CH:15]=1)C(OC(C)(C)C)=O)(=[O:3])[CH3:2]. (5) Given the product [CH3:39][NH:38][C:37](=[O:40])[C:33]1[CH:34]=[CH:35][CH:36]=[C:31]([C:28]2[CH:29]=[CH:30][C:25]([O:24][C@@H:8]3[C@@H:9]([OH:20])[C@@H:10]([OH:16])[C@H:11]([OH:12])[C@:6]([CH2:5][OH:4])([CH3:42])[O:7]3)=[C:26]([CH3:41])[CH:27]=2)[CH:32]=1, predict the reactants needed to synthesize it. The reactants are: C([O:4][CH2:5][C@:6]1([CH3:42])[C@@H:11]([O:12]C(=O)C)[C@H:10]([O:16]C(=O)C)[C@H:9]([O:20]C(=O)C)[C@@H:8]([O:24][C:25]2[CH:30]=[CH:29][C:28]([C:31]3[CH:36]=[CH:35][CH:34]=[C:33]([C:37](=[O:40])[NH:38][CH3:39])[CH:32]=3)=[CH:27][C:26]=2[CH3:41])[O:7]1)(=O)C.C[O-].[Na+]. (6) Given the product [CH3:10][Si:11]([CH3:13])([CH3:12])[C:14]#[C:15][C:2]1[CH:9]=[CH:8][CH:7]=[CH:6][C:3]=1[C:4]#[N:5], predict the reactants needed to synthesize it. The reactants are: Br[C:2]1[CH:9]=[CH:8][CH:7]=[CH:6][C:3]=1[C:4]#[N:5].[CH3:10][Si:11]([C:14]#[CH:15])([CH3:13])[CH3:12].C1(P(C2C=CC=CC=2)C2C=CC=CC=2)C=CC=CC=1.C(N(CC)CC)C. (7) Given the product [CH2:5]([O:4][CH2:1][CH2:2][CH2:3][S:13][CH2:14][CH2:15][OH:16])[CH2:6][C:7]1[CH:8]=[CH:9][CH:10]=[CH:11][CH:12]=1, predict the reactants needed to synthesize it. The reactants are: [CH2:1]([O:4][CH2:5][CH2:6][C:7]1[CH:12]=[CH:11][CH:10]=[CH:9][CH:8]=1)[CH:2]=[CH2:3].[SH:13][CH2:14][CH2:15][OH:16].